Dataset: Aqueous solubility values for 9,982 compounds from the AqSolDB database. Task: Regression/Classification. Given a drug SMILES string, predict its absorption, distribution, metabolism, or excretion properties. Task type varies by dataset: regression for continuous measurements (e.g., permeability, clearance, half-life) or binary classification for categorical outcomes (e.g., BBB penetration, CYP inhibition). For this dataset (solubility_aqsoldb), we predict Y. (1) The drug is C[C@]12C(=O)OC(=O)[C@@]1(C)[C@@H]1CC[C@H]2O1. The Y is -3.82 log mol/L. (2) The compound is O=Cc1ccc(O)c(Br)c1. The Y is -2.18 log mol/L. (3) The compound is CC(=O)OCC(COC(C)=O)(COC(C)=O)COC(C)=O. The Y is -1.57 log mol/L. (4) The compound is CC(C)C. The Y is -2.98 log mol/L. (5) The compound is NNC(=O)C(N)CO.[Cl-].[H+]. The Y is 0.510 log mol/L. (6) The molecule is Nc1ccc(N(CCO)CCO)cc1.O=S(=O)(O)O. The Y is -0.218 log mol/L. (7) The drug is N#CC(c1ccccc1)c1ccccc1. The Y is -2.94 log mol/L.